This data is from Catalyst prediction with 721,799 reactions and 888 catalyst types from USPTO. The task is: Predict which catalyst facilitates the given reaction. (1) Reactant: C(N(CC)C(C)C)(C)C.[C:10]([O:13][C:14](=O)[CH3:15])(=[O:12])[CH3:11].[CH3:17][O:18][C:19]([C:21]1[CH:22]=[N+:23]([O-])C(C)=[CH:25][CH:26]=1)=[O:20].C(=O)([O-])O.[Na+]. Product: [CH3:17][O:18][C:19]([C:21]1[CH:22]=[N:23][C:15]([CH2:14][O:13][C:10](=[O:12])[CH3:11])=[CH:25][CH:26]=1)=[O:20]. The catalyst class is: 15. (2) Reactant: [CH2:1]([CH:3]([N:6]1[C:18]2[C:17]3[CH:16]=[CH:15][CH:14]=[C:13](I)[C:12]=3[N:11]=[C:10]([CH3:20])[C:9]=2[CH2:8][CH2:7]1)[CH2:4][CH3:5])[CH3:2].[C:21]1([CH3:33])[CH:26]=[C:25]([CH3:27])[CH:24]=[C:23]([CH3:28])[C:22]=1OB(O)O.O.O.O.O.O.O.O.O.[OH-].[Ba+2].[OH-].C(COC)OC. Product: [CH2:1]([CH:3]([N:6]1[C:18]2[C:17]3[CH:16]=[CH:15][CH:14]=[C:13]([C:22]4[C:23]([CH3:28])=[CH:24][C:25]([CH3:27])=[CH:26][C:21]=4[CH3:33])[C:12]=3[N:11]=[C:10]([CH3:20])[C:9]=2[CH2:8][CH2:7]1)[CH2:4][CH3:5])[CH3:2]. The catalyst class is: 103. (3) Reactant: [OH:1]OS([O-])=O.[K+].[CH3:7][S:8][CH2:9][C:10]1[N:11]([CH2:15][CH2:16][CH2:17][CH2:18][C:19]2[CH:24]=[CH:23][C:22]([OH:25])=[CH:21][CH:20]=2)[CH:12]=[CH:13][N:14]=1.[OH-:26].[Na+]. Product: [CH3:7][S:8]([CH2:9][C:10]1[N:11]([CH2:15][CH2:16][CH2:17][CH2:18][C:19]2[CH:20]=[CH:21][C:22]([OH:25])=[CH:23][CH:24]=2)[CH:12]=[CH:13][N:14]=1)(=[O:1])=[O:26]. The catalyst class is: 24. (4) Product: [Br:6][C:7]1[CH:14]=[CH:13][C:10]([CH2:11][O:12][C:18]2[CH:23]=[CH:22][C:21]([CH3:24])=[CH:20][N:19]=2)=[CH:9][CH:8]=1. Reactant: CN(C)C=O.[Br:6][C:7]1[CH:14]=[CH:13][C:10]([CH2:11][OH:12])=[CH:9][CH:8]=1.[H-].[Na+].F[C:18]1[CH:23]=[CH:22][C:21]([CH3:24])=[CH:20][N:19]=1. The catalyst class is: 6. (5) Reactant: [F:1][C:2]1[C:7]([C:8]#[N:9])=[C:6]([O:10][CH3:11])[C:5]([CH:12]2[CH2:14][O:13]2)=[CH:4][CH:3]=1.[C:15]([N:22]1[CH2:27][CH2:26][NH:25][C@H:24]([CH2:28][OH:29])[CH2:23]1)([O:17][C:18]([CH3:21])([CH3:20])[CH3:19])=[O:16]. Product: [C:8]([C:7]1[C:6]([O:10][CH3:11])=[C:5]([CH:12]([OH:13])[CH2:14][N:25]2[CH2:26][CH2:27][N:22]([C:15]([O:17][C:18]([CH3:19])([CH3:20])[CH3:21])=[O:16])[CH2:23][C@H:24]2[CH2:28][OH:29])[CH:4]=[CH:3][C:2]=1[F:1])#[N:9]. The catalyst class is: 8.